From a dataset of Full USPTO retrosynthesis dataset with 1.9M reactions from patents (1976-2016). Predict the reactants needed to synthesize the given product. (1) Given the product [C:26]([C:23]([C:19]1[CH:18]=[C:17]([C:16]([NH:15][C:11]2[CH:10]=[C:9]([CH:14]=[CH:13][CH:12]=2)[O:8][C:5]2[CH:4]=[CH:3][C:2]([NH:1][C:35]([NH:34][C:29](=[O:33])[O:30][CH2:31][CH3:32])=[S:36])=[N:7][CH:6]=2)=[O:28])[CH:22]=[CH:21][CH:20]=1)([CH3:24])[CH3:25])#[N:27], predict the reactants needed to synthesize it. The reactants are: [NH2:1][C:2]1[N:7]=[CH:6][C:5]([O:8][C:9]2[CH:10]=[C:11]([NH:15][C:16](=[O:28])[C:17]3[CH:22]=[CH:21][CH:20]=[C:19]([C:23]([C:26]#[N:27])([CH3:25])[CH3:24])[CH:18]=3)[CH:12]=[CH:13][CH:14]=2)=[CH:4][CH:3]=1.[C:29]([N:34]=[C:35]=[S:36])(=[O:33])[O:30][CH2:31][CH3:32].O. (2) Given the product [NH2:25][C:4]1[CH:5]=[C:6]([CH:23]=[CH:24][C:3]=1[NH:2][CH3:1])[C:7]([N:9]([CH2:16][CH2:17][C:18]([O:20][CH2:21][CH3:22])=[O:19])[C:10]1[CH:15]=[CH:14][CH:13]=[CH:12][N:11]=1)=[O:8], predict the reactants needed to synthesize it. The reactants are: [CH3:1][NH:2][C:3]1[CH:24]=[CH:23][C:6]([C:7]([N:9]([CH2:16][CH2:17][C:18]([O:20][CH2:21][CH3:22])=[O:19])[C:10]2[CH:15]=[CH:14][CH:13]=[CH:12][N:11]=2)=[O:8])=[CH:5][C:4]=1[N+:25]([O-])=O.